From a dataset of Reaction yield outcomes from USPTO patents with 853,638 reactions. Predict the reaction yield, written as a fraction of the theoretical maximum amount of product (1.0 means a 100% yield; for example, 0.34 means a 34% yield). (1) The reactants are Cl.[Br:2][C:3]1[CH:4]=[C:5]([CH2:9][NH2:10])[CH:6]=[CH:7][CH:8]=1.C[O-].[Na+].[CH2:14]([O:16][CH:17]([O:22][CH2:23][CH3:24])[C:18](=[NH:21])OC)[CH3:15]. The yield is 0.510. The catalyst is CO. The product is [Br:2][C:3]1[CH:4]=[C:5]([CH:6]=[CH:7][CH:8]=1)[CH2:9][NH:10][C:18](=[NH:21])[CH:17]([O:22][CH2:23][CH3:24])[O:16][CH2:14][CH3:15]. (2) The reactants are [C:1]([O:5][C:6]([NH:8][C:9]1([CH:17]2[CH2:26][CH2:25][C:24]3[CH:23]=[C:22](OS(C(F)(F)F)(=O)=O)[CH:21]=[CH:20][C:19]=3[CH2:18]2)[CH2:14][O:13][C:12]([CH3:16])([CH3:15])[O:11][CH2:10]1)=[O:7])([CH3:4])([CH3:3])[CH3:2].[CH2:35]([O:42][C:43]1[CH:44]=[C:45]([SH:49])[CH:46]=[CH:47][CH:48]=1)[C:36]1[CH:41]=[CH:40][CH:39]=[CH:38][CH:37]=1.O1CCOCC1.C(N(CC)C(C)C)(C)C.CC1(C)C2C(=C(P(C3C=CC=CC=3)C3C=CC=CC=3)C=CC=2)OC2C(P(C3C=CC=CC=3)C3C=CC=CC=3)=CC=CC1=2. The catalyst is C1C=CC(/C=C/C(/C=C/C2C=CC=CC=2)=O)=CC=1.C1C=CC(/C=C/C(/C=C/C2C=CC=CC=2)=O)=CC=1.C1C=CC(/C=C/C(/C=C/C2C=CC=CC=2)=O)=CC=1.[Pd].[Pd].CC1(C)C2C(=C(P(C3C=CC=CC=3)C3C=CC=CC=3)C=CC=2)OC2C(P(C3C=CC=CC=3)C3C=CC=CC=3)=CC=CC1=2.CCOC(C)=O.CCCCCC. The product is [CH2:35]([O:42][C:43]1[CH:44]=[C:45]([S:49][C:22]2[CH:23]=[C:24]3[C:19](=[CH:20][CH:21]=2)[CH2:18][CH:17]([C:9]2([NH:8][C:6](=[O:7])[O:5][C:1]([CH3:4])([CH3:3])[CH3:2])[CH2:14][O:13][C:12]([CH3:16])([CH3:15])[O:11][CH2:10]2)[CH2:26][CH2:25]3)[CH:46]=[CH:47][CH:48]=1)[C:36]1[CH:37]=[CH:38][CH:39]=[CH:40][CH:41]=1. The yield is 0.430. (3) The reactants are O.NN.C([O:7][C@H:8]1[C@H:12]([O:13][C:14](=[O:21])[C:15]2[CH:20]=[CH:19][CH:18]=[CH:17][CH:16]=2)[C@H:11]([CH2:22][O:23][C:24](=[O:31])[C:25]2[CH:30]=[CH:29][CH:28]=[CH:27][CH:26]=2)[O:10][C@@H:9]1[N:32]1[CH:39]=[CH:38][C:36](=[O:37])[NH:35][C:33]1=[O:34])(=O)C.CC(C)=O. The catalyst is N1C=CC=CC=1.C(O)(=O)C. The product is [C:14]([O:13][C@@H:12]1[C@H:11]([CH2:22][O:23][C:24](=[O:31])[C:25]2[CH:30]=[CH:29][CH:28]=[CH:27][CH:26]=2)[O:10][C@H:9]([N:32]2[CH:39]=[CH:38][C:36](=[O:37])[NH:35][C:33]2=[O:34])[C@H:8]1[OH:7])(=[O:21])[C:15]1[CH:20]=[CH:19][CH:18]=[CH:17][CH:16]=1. The yield is 0.680. (4) The reactants are [N:1]1[CH:6]=[CH:5][CH:4]=[CH:3][C:2]=1[C:7]1[O:8][C:9]2[CH2:10][NH:11][CH2:12][CH2:13][C:14]=2[N:15]=1.Br[C:17]1[CH:18]=[C:19]([CH:22]=[CH:23][CH:24]=1)[C:20]#[N:21].C(O[Na])(C)(C)C.C1C=CC(P(C2C(C3C(P(C4C=CC=CC=4)C4C=CC=CC=4)=CC=C4C=3C=CC=C4)=C3C(C=CC=C3)=CC=2)C2C=CC=CC=2)=CC=1. The catalyst is CC(O)(C)C.CO.C1C=CC(/C=C/C(/C=C/C2C=CC=CC=2)=O)=CC=1.C1C=CC(/C=C/C(/C=C/C2C=CC=CC=2)=O)=CC=1.C1C=CC(/C=C/C(/C=C/C2C=CC=CC=2)=O)=CC=1.[Pd].[Pd]. The product is [N:1]1[CH:6]=[CH:5][CH:4]=[CH:3][C:2]=1[C:7]1[O:8][C:9]2[CH2:10][N:11]([C:17]3[CH:18]=[C:19]([CH:22]=[CH:23][CH:24]=3)[C:20]#[N:21])[CH2:12][CH2:13][C:14]=2[N:15]=1. The yield is 0.0700. (5) The reactants are [CH3:1][C:2]([CH3:35])([CH3:34])[C:3]#[C:4][C:5]1[S:9][C:8]([C:10]([O:12]C)=[O:11])=[C:7]([N:14]([CH:24]([CH2:26][C:27](=[O:33])[N:28]2[CH2:32][CH2:31][CH2:30][CH2:29]2)[CH3:25])[C:15]([C@H:17]2[CH2:22][CH2:21][C@H:20]([CH3:23])[CH2:19][CH2:18]2)=[O:16])[CH:6]=1.O.[OH-].[Li+].Cl. The catalyst is C1COCC1.O. The product is [CH3:35][C:2]([CH3:1])([CH3:34])[C:3]#[C:4][C:5]1[S:9][C:8]([C:10]([OH:12])=[O:11])=[C:7]([N:14]([CH:24]([CH2:26][C:27](=[O:33])[N:28]2[CH2:29][CH2:30][CH2:31][CH2:32]2)[CH3:25])[C:15]([C@H:17]2[CH2:22][CH2:21][C@H:20]([CH3:23])[CH2:19][CH2:18]2)=[O:16])[CH:6]=1. The yield is 0.593. (6) The reactants are S(Cl)(Cl)=O.[F:5][C:6]1[CH:7]=[C:8]([N+:16]([O-:18])=[O:17])[C:9]([OH:15])=[C:10]([CH:14]=1)[C:11]([OH:13])=[O:12].[CH3:19]O. No catalyst specified. The product is [F:5][C:6]1[CH:7]=[C:8]([N+:16]([O-:18])=[O:17])[C:9]([OH:15])=[C:10]([CH:14]=1)[C:11]([O:13][CH3:19])=[O:12]. The yield is 0.800. (7) The reactants are [CH3:1][C:2]([C:8]1[NH:9][C:10]2[C:15]([CH:16]=1)=[CH:14][C:13]([N+:17]([O-])=O)=[CH:12][CH:11]=2)([CH3:7])[C:3]([O:5][CH3:6])=[O:4]. The catalyst is [Ni].CO. The product is [NH2:17][C:13]1[CH:14]=[C:15]2[C:10](=[CH:11][CH:12]=1)[NH:9][C:8]([C:2]([CH3:7])([CH3:1])[C:3]([O:5][CH3:6])=[O:4])=[CH:16]2. The yield is 0.380. (8) The reactants are [CH:1]1([C:5]2[C:13](I)=[CH:12][C:8]([C:9]([OH:11])=[O:10])=[C:7]([CH2:15][CH3:16])[CH:6]=2)[CH2:4][CH2:3][CH2:2]1.[Li]CCCC.[C:22](=O)([O:25]C)[O:23][CH3:24]. The catalyst is C1COCC1. The product is [CH:1]1([C:5]2[C:13]([C:22]([O:23][CH3:24])=[O:25])=[CH:12][C:8]([C:9]([OH:11])=[O:10])=[C:7]([CH2:15][CH3:16])[CH:6]=2)[CH2:4][CH2:3][CH2:2]1. The yield is 0.690.